This data is from Reaction yield outcomes from USPTO patents with 853,638 reactions. The task is: Predict the reaction yield, written as a fraction of the theoretical maximum amount of product (1.0 means a 100% yield; for example, 0.34 means a 34% yield). (1) The product is [O:38]1[C:37]2[CH:41]=[CH:42][C:34]([C:24]3[CH:23]=[C:22]([CH:27]=[C:26]([C:28]4[CH:33]=[CH:32][N:31]=[CH:30][N:29]=4)[CH:25]=3)[O:21][CH2:20][CH2:19][CH2:18][CH2:17][CH2:16][CH2:15][C:11]3[C:10]([CH2:43][CH2:44][C:45]([OH:47])=[O:46])=[C:9]([CH:14]=[CH:13][CH:12]=3)[O:8][CH2:7][CH2:6][CH2:5][C:4]([OH:50])=[O:3])=[CH:35][C:36]=2[O:40][CH2:39]1. The reactants are C([O:3][C:4](=[O:50])[CH2:5][CH2:6][CH2:7][O:8][C:9]1[CH:14]=[CH:13][CH:12]=[C:11]([CH2:15][CH2:16][CH2:17][CH2:18][CH2:19][CH2:20][O:21][C:22]2[CH:27]=[C:26]([C:28]3[CH:33]=[CH:32][N:31]=[CH:30][N:29]=3)[CH:25]=[C:24]([C:34]3[CH:42]=[CH:41][C:37]4[O:38][CH2:39][O:40][C:36]=4[CH:35]=3)[CH:23]=2)[C:10]=1[CH2:43][CH2:44][C:45]([O:47]CC)=[O:46])C.[OH-].[Na+]. The yield is 0.790. No catalyst specified. (2) The reactants are C[O:2][C:3](=[O:31])[CH2:4][C:5]1([CH2:8][N:9]2[C:14]([C:15](=[O:25])[C:16]3[CH:21]=[C:20]([CH3:22])[CH:19]=[C:18]([C:23]#[N:24])[CH:17]=3)=[C:13]([CH:26]([CH3:28])[CH3:27])[C:12](=[O:29])[NH:11][C:10]2=[O:30])[CH2:7][CH2:6]1.[OH-].[Li+]. The catalyst is C1COCC1.O. The product is [C:23]([C:18]1[CH:17]=[C:16]([CH:21]=[C:20]([CH3:22])[CH:19]=1)[C:15]([C:14]1[N:9]([CH2:8][C:5]2([CH2:4][C:3]([OH:31])=[O:2])[CH2:6][CH2:7]2)[C:10](=[O:30])[NH:11][C:12](=[O:29])[C:13]=1[CH:26]([CH3:28])[CH3:27])=[O:25])#[N:24]. The yield is 0.620. (3) The reactants are [O:1]1[CH2:6]C[CH2:4][O:3][CH:2]1[C:7]1[CH:8]=[CH:9][C:10]([C:13]2[S:21][C:20]3[C:15](=[N:16][CH:17]=[CH:18][C:19]=3[O:22][C:23]3[CH:28]=[CH:27][C:26]([NH:29][C:30]([NH:32][C:33](=[O:42])[CH2:34][C:35]4[CH:40]=[CH:39][C:38]([F:41])=[CH:37][CH:36]=4)=[S:31])=[CH:25][C:24]=3[F:43])[CH:14]=2)=[N:11][CH:12]=1.O1CCOC1C1C=CC(C2SC3C(=NC=CC=3OC3C=CC(N)=CC=3F)C=2)=NC=1. No catalyst specified. The product is [O:1]1[CH2:6][CH2:4][O:3][CH:2]1[C:7]1[CH:8]=[CH:9][C:10]([C:13]2[S:21][C:20]3[C:15](=[N:16][CH:17]=[CH:18][C:19]=3[O:22][C:23]3[CH:28]=[CH:27][C:26]([NH:29][C:30]([NH:32][C:33](=[O:42])[CH2:34][C:35]4[CH:40]=[CH:39][C:38]([F:41])=[CH:37][CH:36]=4)=[S:31])=[CH:25][C:24]=3[F:43])[CH:14]=2)=[N:11][CH:12]=1. The yield is 0.600. (4) The reactants are C(N(CC)CC)C.[N+:8]([C:11]1[CH:19]=[CH:18][CH:17]=[C:16]2[C:12]=1[C:13]([CH:20]=[CH2:21])=[N:14][NH:15]2)([O-:10])=[O:9].[CH3:22][C:23]([O:26][C:27](O[C:27]([O:26][C:23]([CH3:25])([CH3:24])[CH3:22])=[O:28])=[O:28])([CH3:25])[CH3:24]. The catalyst is ClCCl. The product is [N+:8]([C:11]1[CH:19]=[CH:18][CH:17]=[C:16]2[C:12]=1[C:13]([CH:20]=[CH2:21])=[N:14][N:15]2[C:27]([O:26][C:23]([CH3:25])([CH3:24])[CH3:22])=[O:28])([O-:10])=[O:9]. The yield is 0.710. (5) The reactants are [CH2:1]([C:8]1[N:13]=[N:12][C:11]([N:14]2[CH2:19][CH2:18][CH:17]([C:20]([OH:22])=O)[CH2:16][CH2:15]2)=[C:10]([CH3:23])[C:9]=1[CH3:24])[C:2]1[CH:7]=[CH:6][CH:5]=[CH:4][CH:3]=1.CCN(C(C)C)C(C)C.CN(C(O[N:42]1N=[N:49][C:44]2C=CC=N[C:43]1=2)=[N+](C)C)C.F[P-](F)(F)(F)(F)F.Cl.NCC#N. The catalyst is CN(C=O)C.CCOC(C)=O. The product is [C:43]([CH2:44][NH:49][C:20]([CH:17]1[CH2:16][CH2:15][N:14]([C:11]2[N:12]=[N:13][C:8]([CH2:1][C:2]3[CH:3]=[CH:4][CH:5]=[CH:6][CH:7]=3)=[C:9]([CH3:24])[C:10]=2[CH3:23])[CH2:19][CH2:18]1)=[O:22])#[N:42]. The yield is 0.720. (6) The reactants are [Br:1][C:2]1[CH:7]=[CH:6][C:5]([OH:8])=[C:4]([O:9][CH3:10])[CH:3]=1.C(N(C(C)C)C(C)C)C.[C:20]([Si:24](Cl)([CH3:26])[CH3:25])([CH3:23])([CH3:22])[CH3:21]. The catalyst is CN(C=O)C. The product is [Br:1][C:2]1[CH:7]=[CH:6][C:5]([O:8][Si:24]([C:20]([CH3:23])([CH3:22])[CH3:21])([CH3:26])[CH3:25])=[C:4]([O:9][CH3:10])[CH:3]=1. The yield is 0.990. (7) The product is [C:44]1([NH:43][C:42]([CH:19]2[CH2:20][N:21]([C:24]3[C:25]4[C:39]([O:40][CH3:41])=[CH:38][N:37]=[CH:36][C:26]=4[N:27]=[C:28]([C:30]4[CH:35]=[CH:34][N:33]=[CH:32][CH:31]=4)[N:29]=3)[CH2:22][CH2:23][NH:18]2)=[O:50])[CH:49]=[CH:48][CH:47]=[CH:46][CH:45]=1. The yield is 0.850. The reactants are FC(F)(F)C(O)=O.C(Cl)Cl.C(OC([N:18]1[CH2:23][CH2:22][N:21]([C:24]2[C:25]3[C:39]([O:40][CH3:41])=[CH:38][N:37]=[CH:36][C:26]=3[N:27]=[C:28]([C:30]3[CH:35]=[CH:34][N:33]=[CH:32][CH:31]=3)[N:29]=2)[CH2:20][CH:19]1[C:42](=[O:50])[NH:43][C:44]1[CH:49]=[CH:48][CH:47]=[CH:46][CH:45]=1)=O)(C)(C)C. No catalyst specified. (8) The reactants are [CH3:1][O:2][CH2:3][O:4][C:5]1[CH:10]=[CH:9][CH:8]=[C:7]([C:11](=[O:13])[CH3:12])[CH:6]=1.[CH2:14](O)[CH2:15][OH:16]. The catalyst is C1C=CC=CC=1.S(C1C=CC(C)=CC=1)([O-])(=O)=O.[NH+]1C=CC=CC=1. The product is [CH3:12][C:11]1([C:7]2[CH:6]=[C:5]([O:4][CH2:3][O:2][CH3:1])[CH:10]=[CH:9][CH:8]=2)[O:16][CH2:15][CH2:14][O:13]1. The yield is 0.610. (9) The reactants are [OH:1][C:2]1[CH:7]=[CH:6][C:5]([C:8]2[C:16]3[C:11](=[CH:12][CH:13]=[C:14]([C:17]#[N:18])[CH:15]=3)[N:10](C3CCCCO3)[N:9]=2)=[CH:4][CH:3]=1.C1(P(C2C=CC=CC=2)C2C=CC=CC=2)C=CC=CC=1.O[CH2:45][CH2:46][N:47]1[CH2:52][CH2:51][O:50][CH2:49][CH2:48]1.N(C(OCC)=O)=NC(OCC)=O. The catalyst is CCOC(C)=O.CCOC(C)=O.CCCCCC.C1COCC1. The product is [N:47]1([CH2:46][CH2:45][O:1][C:2]2[CH:7]=[CH:6][C:5]([C:8]3[C:16]4[C:11](=[CH:12][CH:13]=[C:14]([C:17]#[N:18])[CH:15]=4)[NH:10][N:9]=3)=[CH:4][CH:3]=2)[CH2:52][CH2:51][O:50][CH2:49][CH2:48]1. The yield is 0.711.